Dataset: Full USPTO retrosynthesis dataset with 1.9M reactions from patents (1976-2016). Task: Predict the reactants needed to synthesize the given product. Given the product [CH:24]1[C:25]2[C:20](=[CH:19][CH:18]=[C:17]([N:6]3[C:7]4[CH:8]=[CH:9][C:10]([CH3:13])=[CH:11][C:12]=4[C:4]4[CH2:3][N:2]([CH3:1])[CH2:15][CH2:14][C:5]3=4)[CH:26]=2)[CH:21]=[CH:22][N:23]=1, predict the reactants needed to synthesize it. The reactants are: [CH3:1][N:2]1[CH2:15][CH2:14][C:5]2[NH:6][C:7]3[CH:8]=[CH:9][C:10]([CH3:13])=[CH:11][C:12]=3[C:4]=2[CH2:3]1.Br[C:17]1[CH:26]=[C:25]2[C:20]([CH:21]=[CH:22][N:23]=[CH:24]2)=[CH:19][CH:18]=1.[O-]P([O-])([O-])=O.[K+].[K+].[K+].N1CCC[C@H]1C(O)=O.